This data is from Peptide-MHC class II binding affinity with 134,281 pairs from IEDB. The task is: Regression. Given a peptide amino acid sequence and an MHC pseudo amino acid sequence, predict their binding affinity value. This is MHC class II binding data. (1) The peptide sequence is TFGAASNKAFAEGLS. The MHC is DRB1_1201 with pseudo-sequence DRB1_1201. The binding affinity (normalized) is 0.115. (2) The peptide sequence is GLVPKLDAAYSVAYK. The binding affinity (normalized) is 0.230. The MHC is HLA-DQA10102-DQB10502 with pseudo-sequence HLA-DQA10102-DQB10502. (3) The peptide sequence is ITQMNLKYAISAKNR. The MHC is DRB1_0101 with pseudo-sequence DRB1_0101. The binding affinity (normalized) is 0.443. (4) The peptide sequence is PGEINRVASCLRKLGVPPLRAY. The MHC is DRB1_0101 with pseudo-sequence DRB1_0101. The binding affinity (normalized) is 0. (5) The peptide sequence is PPLYATGRLSQAQLMPSPPM. The MHC is HLA-DPA10301-DPB10402 with pseudo-sequence HLA-DPA10301-DPB10402. The binding affinity (normalized) is 0.376. (6) The peptide sequence is VPEKYTIGATYAPEE. The MHC is DRB1_0802 with pseudo-sequence DRB1_0802. The binding affinity (normalized) is 0.0208. (7) The peptide sequence is GLRRLTTLLRALGAQ. The MHC is DRB1_1501 with pseudo-sequence DRB1_1501. The binding affinity (normalized) is 0.539. (8) The peptide sequence is SNKAFAEGLSGEPKG. The MHC is DRB5_0101 with pseudo-sequence DRB5_0101. The binding affinity (normalized) is 0.485.